Dataset: Forward reaction prediction with 1.9M reactions from USPTO patents (1976-2016). Task: Predict the product of the given reaction. (1) Given the reactants [CH3:1][O:2][C:3]1[CH:4]=[C:5]([CH2:9][C:10]#[N:11])[CH:6]=[CH:7][CH:8]=1.[H-].[Na+].Br[CH2:15][CH2:16][CH2:17][CH2:18][CH2:19]Br, predict the reaction product. The product is: [CH3:1][O:2][C:3]1[CH:4]=[C:5]([C:9]2([C:10]#[N:11])[CH2:19][CH2:18][CH2:17][CH2:16][CH2:15]2)[CH:6]=[CH:7][CH:8]=1. (2) Given the reactants [CH2:1]([O:3][C:4]1[CH:25]=[CH:24][CH:23]=[CH:22][C:5]=1[O:6][C@@H:7]1[CH2:12][CH2:11][CH2:10][N:9]([C:13]2[N:18]=[CH:17][C:16]([C:19]([OH:21])=O)=[CH:15][N:14]=2)[CH2:8]1)[CH3:2].C(N(CC)CC)C.ON1C2C=CC=CC=2N=N1.Cl.CN(C)CCCN=C=NCC.[NH2:55][C@@H:56]([C:58]1[CH:59]=[C:60]([CH:65]=[CH:66][CH:67]=1)[C:61]([O:63][CH3:64])=[O:62])[CH3:57], predict the reaction product. The product is: [CH2:1]([O:3][C:4]1[CH:25]=[CH:24][CH:23]=[CH:22][C:5]=1[O:6][C@@H:7]1[CH2:12][CH2:11][CH2:10][N:9]([C:13]2[N:18]=[CH:17][C:16]([C:19]([NH:55][C@@H:56]([C:58]3[CH:59]=[C:60]([CH:65]=[CH:66][CH:67]=3)[C:61]([O:63][CH3:64])=[O:62])[CH3:57])=[O:21])=[CH:15][N:14]=2)[CH2:8]1)[CH3:2]. (3) Given the reactants [NH2:1][C:2]1[C:3](Cl)=[N:4][CH:5]=[CH:6][CH:7]=1.COC.C1(P(C2C=CC=CC=2)C2C=CC=CC=2)C=CC=CC=1.C(=O)([O-])[O-].[Na+].[Na+].[CH:37]([C:39]1[CH:44]=[CH:43][CH:42]=[CH:41][C:40]=1B(O)O)=O, predict the reaction product. The product is: [N:1]1[CH:2]=[CH:7][CH:6]=[C:5]2[C:37]=1[C:39]1[CH:44]=[CH:43][CH:42]=[CH:41][C:40]=1[CH:3]=[N:4]2. (4) Given the reactants I[C:2]1[C:10]2[C:5](=[CH:6][CH:7]=[CH:8][CH:9]=2)[NH:4][N:3]=1.C([O-])([O-])=O.[K+].[K+].C(O)CO.O, predict the reaction product. The product is: [NH:4]1[C:5]2[C:10](=[CH:9][CH:8]=[CH:7][CH:6]=2)[CH:2]=[N:3]1.